This data is from Catalyst prediction with 721,799 reactions and 888 catalyst types from USPTO. The task is: Predict which catalyst facilitates the given reaction. Reactant: [Cl:1][C:2]1[CH:3]=[C:4]([CH:7]=[CH:8][C:9]=1[F:10])[CH:5]=[O:6].O[CH2:12][CH2:13][C:14]1[C:22]2[C:17](=[CH:18][CH:19]=[CH:20][CH:21]=2)[NH:16][CH:15]=1.FC(F)(F)C(O)=O. Product: [Cl:1][C:2]1[CH:3]=[C:4]([CH:5]2[C:15]3[NH:16][C:17]4[C:22]([C:14]=3[CH2:13][CH2:12][O:6]2)=[CH:21][CH:20]=[CH:19][CH:18]=4)[CH:7]=[CH:8][C:9]=1[F:10]. The catalyst class is: 4.